Dataset: Full USPTO retrosynthesis dataset with 1.9M reactions from patents (1976-2016). Task: Predict the reactants needed to synthesize the given product. (1) The reactants are: [Cl:1][C:2]1[CH:3]=[C:4]2[C:10]([C:11]3[N:16]=[C:15]([NH:17][C@H:18]4[CH2:23][CH2:22][CH2:21][N:20]([CH2:24][C:25]5[NH:26][CH:27]=[CH:28][N:29]=5)[CH2:19]4)[C:14]([F:30])=[CH:13][N:12]=3)=[CH:9][N:8](S(C3C=CC(C)=CC=3)(=O)=O)[C:5]2=[N:6][CH:7]=1.[Li+].[OH-]. Given the product [NH:26]1[CH:27]=[CH:28][N:29]=[C:25]1[CH2:24][N:20]1[CH2:21][CH2:22][CH2:23][C@H:18]([NH:17][C:15]2[C:14]([F:30])=[CH:13][N:12]=[C:11]([C:10]3[C:4]4[C:5](=[N:6][CH:7]=[C:2]([Cl:1])[CH:3]=4)[NH:8][CH:9]=3)[N:16]=2)[CH2:19]1, predict the reactants needed to synthesize it. (2) Given the product [S:2]([Cl:1])(=[O:4])(=[O:3])[NH2:5].[CH2:13]([O:15][C:16](=[O:29])[CH2:17][N:18]([CH2:19][C:20]1[O:21][C:22]2[CH:28]=[CH:27][CH:26]=[CH:25][C:23]=2[CH:24]=1)[S:8](=[O:11])(=[O:10])[NH2:9])[CH3:14], predict the reactants needed to synthesize it. The reactants are: [Cl:1][S:2]([N:5]=C=O)(=[O:4])=[O:3].[S:8](Cl)(=[O:11])(=[O:10])[NH2:9].[CH2:13]([O:15][C:16](=[O:29])[CH2:17][NH:18][CH2:19][C:20]1[O:21][C:22]2[CH:28]=[CH:27][CH:26]=[CH:25][C:23]=2[CH:24]=1)[CH3:14].Cl. (3) Given the product [CH3:16][O:15][C:3]1[C:4]2[C:9](=[CH:8][CH:7]=[CH:6][CH:5]=2)[C:10]([O:13][CH3:14])=[C:11]([CH3:12])[C:2]=1[C:20]([C:19]1[CH:23]=[CH:24][C:25]([C:27]([F:28])([F:29])[F:30])=[CH:26][C:18]=1[F:17])=[O:21], predict the reactants needed to synthesize it. The reactants are: Br[C:2]1[C:11]([CH3:12])=[C:10]([O:13][CH3:14])[C:9]2[C:4](=[CH:5][CH:6]=[CH:7][CH:8]=2)[C:3]=1[O:15][CH3:16].[F:17][C:18]1[CH:26]=[C:25]([C:27]([F:30])([F:29])[F:28])[CH:24]=[CH:23][C:19]=1[C:20](Cl)=[O:21]. (4) Given the product [C:27]([O:31][C:32]([N:34]1[CH2:39][CH2:38][N:37]([CH2:40][C:41]2([CH3:52])[O:53][C:44]3=[N:45][C:46]([N+:48]([O-:50])=[O:49])=[CH:47][N:43]3[CH2:42]2)[CH2:36][CH2:35]1)=[O:33])([CH3:30])([CH3:29])[CH3:28], predict the reactants needed to synthesize it. The reactants are: CC1(CN2C=C([N+]([O-])=O)N=C2)CO1.C(OC(N1CCNCC1)=O)(C)(C)C.[C:27]([O:31][C:32]([N:34]1[CH2:39][CH2:38][N:37]([CH2:40][C:41]([OH:53])([CH3:52])[CH2:42][N:43]2[CH:47]=[C:46]([N+:48]([O-:50])=[O:49])[N:45]=[C:44]2Br)[CH2:36][CH2:35]1)=[O:33])([CH3:30])([CH3:29])[CH3:28].[H-].[Na+]. (5) Given the product [CH:8]([CH:4]1[CH:5]=[CH:6][CH:7]=[CH:2][C:3]1([B:21]([OH:22])[OH:20])[CH3:13])=[O:9], predict the reactants needed to synthesize it. The reactants are: Br[C:2]1[CH:7]=[CH:6][CH:5]=[C:4]([CH:8](OC)[O:9]C)[C:3]=1[CH3:13].C([Li])CCC.C[O:20][B:21](OC)[O:22]C. (6) Given the product [Br:1][C:2]1[CH:7]=[C:6]([O:8][CH3:9])[C:5]2[O:10][CH2:15][O:13][CH2:12][CH2:11][C:4]=2[CH:3]=1, predict the reactants needed to synthesize it. The reactants are: [Br:1][C:2]1[CH:7]=[C:6]([O:8][CH3:9])[C:5]([OH:10])=[C:4]([CH2:11][CH2:12][OH:13])[CH:3]=1.F[C:15](F)(F)C(O)=O.C(C1C=CC(NC(C2C=C(OC)C(OC)=CC=2F)C2NC(=O)N(C3C=CC=CC=3C(O)=O)N=2)=CC=1)(=N)N.C[Si]([N-][Si](C)(C)C)(C)C.[Na+].BrCCl.[Cl-].[NH4+]. (7) Given the product [ClH:32].[C:1]1([CH2:7][CH2:8][CH2:9][O:10][C:11]2[CH:12]=[C:13]([CH:29]=[CH:30][CH:31]=2)[C:14]([N:16]2[CH2:21][CH2:20][NH:19][CH2:18][CH2:17]2)=[O:15])[CH:6]=[CH:5][CH:4]=[CH:3][CH:2]=1, predict the reactants needed to synthesize it. The reactants are: [C:1]1([CH2:7][CH2:8][CH2:9][O:10][C:11]2[CH:12]=[C:13]([CH:29]=[CH:30][CH:31]=2)[C:14]([N:16]2[CH2:21][CH2:20][N:19](C(OC(C)(C)C)=O)[CH2:18][CH2:17]2)=[O:15])[CH:6]=[CH:5][CH:4]=[CH:3][CH:2]=1.[ClH:32].CCOC(C)=O.